From a dataset of Catalyst prediction with 721,799 reactions and 888 catalyst types from USPTO. Predict which catalyst facilitates the given reaction. (1) Reactant: C([C:5]1[CH:10]=[C:9](C(CC)(C)C)[C:8]([CH3:16])=[C:7]([C:17]2[C:18]([OH:33])=[C:19](C(C)(C)C)[CH:20]=[C:21](C(CC)(C)C)[C:22]=2[CH3:23])[C:6]=1[OH:34])(C)(C)C.[N+](C)([O-])=O.[Al+3].[Cl-].[Cl-].[Cl-]. Product: [CH3:23][C:22]1[CH:21]=[CH:20][CH:19]=[C:18]([OH:33])[C:17]=1[C:7]1[C:6]([OH:34])=[CH:5][CH:10]=[CH:9][C:8]=1[CH3:16]. The catalyst class is: 11. (2) Product: [CH3:1][CH:2]([CH2:6][CH2:7][CH2:8][CH:9]([CH3:11])[CH3:10])[CH2:3][CH2:4][O:5][CH2:13][CH2:14][CH2:15][CH2:16][CH2:17][CH2:18][CH2:19][CH2:20][CH2:21][CH3:22]. The catalyst class is: 689. Reactant: [CH3:1][CH:2]([CH2:6][CH2:7][CH2:8][CH:9]([CH3:11])[CH3:10])[CH2:3][CH2:4][OH:5].Br[CH2:13][CH2:14][CH2:15][CH2:16][CH2:17][CH2:18][CH2:19][CH2:20][CH2:21][CH3:22].[OH-].[Na+]. (3) Reactant: C1(C)C=CC=CC=1OP(OC1C=CC=CC=1C)OC1C=CC=CC=1C.C(N(CC)CC)C.[NH2:33][C:34]1[N:39]=[C:38]([C:40]([O:42][CH3:43])=[O:41])[CH:37]=[CH:36][C:35]=1Br.[C:45]([O:49][CH2:50][CH3:51])(=[O:48])[CH:46]=[CH2:47]. Product: [NH2:33][C:34]1[N:39]=[C:38]([C:40]([O:42][CH3:43])=[O:41])[CH:37]=[CH:36][C:35]=1/[CH:47]=[CH:46]/[C:45]([O:49][CH2:50][CH3:51])=[O:48]. The catalyst class is: 274. (4) The catalyst class is: 303. Reactant: N.O1CCOCC1.[Br:8][C:9]1[CH:10]=[C:11]2[C:15](=[C:16]([C:18](O)=[O:19])[CH:17]=1)[NH:14][CH:13]=[C:12]2[CH:21]1[CH2:26][CH2:25][S:24](=[O:28])(=[O:27])[CH2:23][CH2:22]1.C1C=CC2N(O)N=[N:35]C=2C=1.CCN=C=NCCCN(C)C.Cl. Product: [Br:8][C:9]1[CH:10]=[C:11]2[C:15](=[C:16]([C:18]([NH2:35])=[O:19])[CH:17]=1)[NH:14][CH:13]=[C:12]2[CH:21]1[CH2:26][CH2:25][S:24](=[O:28])(=[O:27])[CH2:23][CH2:22]1. (5) Reactant: Cl.[Cl:2][C:3]1[CH:8]=[C:7]([Cl:9])[CH:6]=[CH:5][C:4]=1[CH2:10][CH2:11][O:12][C:13]1[CH:14]=[C:15]([CH:26]=[CH:27][C:28]=1[O:29][CH3:30])[C:16]([NH:18][CH2:19][CH:20]1[CH2:25][CH2:24][NH:23][CH2:22][CH2:21]1)=[O:17].[OH-].[Na+].Br[CH2:34][C:35]([OH:37])=[O:36].Cl. Product: [Cl:2][C:3]1[CH:8]=[C:7]([Cl:9])[CH:6]=[CH:5][C:4]=1[CH2:10][CH2:11][O:12][C:13]1[CH:14]=[C:15]([CH:26]=[CH:27][C:28]=1[O:29][CH3:30])[C:16]([NH:18][CH2:19][CH:20]1[CH2:25][CH2:24][N:23]([CH2:34][C:35]([OH:37])=[O:36])[CH2:22][CH2:21]1)=[O:17]. The catalyst class is: 88. (6) Reactant: [CH3:1][CH:2]([O:4][C:5]1[CH:6]=[C:7]([CH:11]=[C:12]([O:14][C:15]2[CH:20]=[CH:19][C:18]([S:21]([CH3:24])(=[O:23])=[O:22])=[CH:17][CH:16]=2)[CH:13]=1)[C:8](O)=[O:9])[CH3:3].C(Cl)(=O)C(Cl)=O.[Cl:31][CH2:32][C:33]1[N:34]=[C:35]([NH2:38])[S:36][CH:37]=1.C(N(C(C)C)CC)(C)C.CN(C1C=CC=CN=1)C. Product: [Cl:31][CH2:32][C:33]1[N:34]=[C:35]([NH:38][C:8](=[O:9])[C:7]2[CH:11]=[C:12]([O:14][C:15]3[CH:20]=[CH:19][C:18]([S:21]([CH3:24])(=[O:23])=[O:22])=[CH:17][CH:16]=3)[CH:13]=[C:5]([O:4][CH:2]([CH3:3])[CH3:1])[CH:6]=2)[S:36][CH:37]=1. The catalyst class is: 59.